From a dataset of Peptide-MHC class I binding affinity with 185,985 pairs from IEDB/IMGT. Regression. Given a peptide amino acid sequence and an MHC pseudo amino acid sequence, predict their binding affinity value. This is MHC class I binding data. (1) The peptide sequence is WVTVYYGV. The MHC is H-2-Kb with pseudo-sequence H-2-Kb. The binding affinity (normalized) is 0.131. (2) The peptide sequence is SVKEDLVAY. The MHC is HLA-A26:02 with pseudo-sequence HLA-A26:02. The binding affinity (normalized) is 0.936. (3) The peptide sequence is LYRPLLRL. The MHC is HLA-A24:02 with pseudo-sequence HLA-A24:02. The binding affinity (normalized) is 0.0118. (4) The peptide sequence is ASPISSIFSR. The MHC is HLA-A03:01 with pseudo-sequence HLA-A03:01. The binding affinity (normalized) is 0. (5) The peptide sequence is LANETTQAL. The MHC is HLA-A02:12 with pseudo-sequence HLA-A02:12. The binding affinity (normalized) is 0.0847. (6) The peptide sequence is MYFHRRDLR. The MHC is HLA-A33:01 with pseudo-sequence HLA-A33:01. The binding affinity (normalized) is 0.840. (7) The peptide sequence is ARWLASTPL. The MHC is HLA-B39:01 with pseudo-sequence HLA-B39:01. The binding affinity (normalized) is 0.756. (8) The peptide sequence is IIIPLSVSI. The MHC is HLA-B15:01 with pseudo-sequence HLA-B15:01. The binding affinity (normalized) is 0.473. (9) The peptide sequence is RNQPAATAL. The MHC is HLA-B46:01 with pseudo-sequence HLA-B46:01. The binding affinity (normalized) is 0.0847.